Dataset: Full USPTO retrosynthesis dataset with 1.9M reactions from patents (1976-2016). Task: Predict the reactants needed to synthesize the given product. Given the product [CH3:11][O:12][C:13]1[CH:14]=[C:15]([CH:18]=[CH:19][CH:20]=1)[CH2:16][N:10]([CH2:16][C:15]1[CH:18]=[CH:19][CH:20]=[C:13]([O:24][CH3:21])[CH:14]=1)[C:8]1[CH:7]=[CH:6][C:5]2[NH:1][CH:2]=[N:3][C:4]=2[CH:9]=1, predict the reactants needed to synthesize it. The reactants are: [N:1]1[C:5]2[CH:6]=[CH:7][C:8]([NH2:10])=[CH:9][C:4]=2[NH:3][CH:2]=1.[CH3:11][O:12][C:13]1[CH:14]=[C:15]([CH:18]=[CH:19][CH:20]=1)[CH2:16]Br.[C:21]([O-:24])([O-])=O.[K+].[K+].